Dataset: Merck oncology drug combination screen with 23,052 pairs across 39 cell lines. Task: Regression. Given two drug SMILES strings and cell line genomic features, predict the synergy score measuring deviation from expected non-interaction effect. (1) Drug 1: COc1cccc2c1C(=O)c1c(O)c3c(c(O)c1C2=O)CC(O)(C(=O)CO)CC3OC1CC(N)C(O)C(C)O1. Drug 2: CNC(=O)c1cc(Oc2ccc(NC(=O)Nc3ccc(Cl)c(C(F)(F)F)c3)cc2)ccn1. Cell line: SKMEL30. Synergy scores: synergy=-5.77. (2) Drug 1: COc1cc(C2c3cc4c(cc3C(OC3OC5COC(C)OC5C(O)C3O)C3COC(=O)C23)OCO4)cc(OC)c1O. Drug 2: O=C(CCCCCCC(=O)Nc1ccccc1)NO. Cell line: VCAP. Synergy scores: synergy=17.7. (3) Drug 1: O=S1(=O)NC2(CN1CC(F)(F)F)C1CCC2Cc2cc(C=CCN3CCC(C(F)(F)F)CC3)ccc2C1. Drug 2: CCC1(O)C(=O)OCc2c1cc1n(c2=O)Cc2cc3c(CN(C)C)c(O)ccc3nc2-1. Cell line: DLD1. Synergy scores: synergy=11.8.